From a dataset of Reaction yield outcomes from USPTO patents with 853,638 reactions. Predict the reaction yield, written as a fraction of the theoretical maximum amount of product (1.0 means a 100% yield; for example, 0.34 means a 34% yield). (1) The reactants are [CH2:1]=[N:2][N:3]1[CH2:9][CH2:8][CH2:7][CH2:6][CH2:5][CH2:4]1.[ClH:10].O1CCOCC1. The catalyst is C(OCC)C. The product is [ClH:10].[CH3:1][NH:2][N:3]1[CH2:9][CH2:8][CH2:7][CH2:6][CH2:5][CH2:4]1. The yield is 0.530. (2) The reactants are [CH3:1][C:2]1[O:6][N:5]=[C:4]([C:7]2[CH:12]=[CH:11][CH:10]=[CH:9][CH:8]=2)[C:3]=1[CH2:13][NH:14][C:15]1[CH:23]=[CH:22][C:18]([C:19]([OH:21])=O)=[CH:17][N:16]=1.[NH2:24][CH2:25][CH2:26][N:27]1[CH2:31][CH2:30][CH2:29][C:28]1=[O:32]. No catalyst specified. The product is [CH3:1][C:2]1[O:6][N:5]=[C:4]([C:7]2[CH:8]=[CH:9][CH:10]=[CH:11][CH:12]=2)[C:3]=1[CH2:13][NH:14][C:15]1[CH:23]=[CH:22][C:18]([C:19]([NH:24][CH2:25][CH2:26][N:27]2[CH2:31][CH2:30][CH2:29][C:28]2=[O:32])=[O:21])=[CH:17][N:16]=1. The yield is 0.830. (3) The reactants are [C:1]([O:4][C:5]1[CH:13]=[C:12]2[C:8]([C@@H:9]([CH2:21][Cl:22])[CH2:10][N:11]2C(OC(C)(C)C)=O)=[C:7]2[C:23]([CH3:26])=[CH:24][S:25][C:6]=12)(=[O:3])[CH3:2].Cl.C(OC1C=C2C([C@@H](CCl)CN2C(C23CC(C(N4C5C(=C6C(C)=CSC6=C(OC(=O)C)C=5)[C@@H](CCl)C4)=O)(C2)C3)=O)=C2C(C)=CSC=12)(=O)C. The catalyst is O1CCOCC1. The product is [C:1]([O:4][C:5]1[CH:13]=[C:12]2[C:8]([C@@H:9]([CH2:21][Cl:22])[CH2:10][NH:11]2)=[C:7]2[C:23]([CH3:26])=[CH:24][S:25][C:6]=12)(=[O:3])[CH3:2]. The yield is 1.00.